Dataset: Reaction yield outcomes from USPTO patents with 853,638 reactions. Task: Predict the reaction yield, written as a fraction of the theoretical maximum amount of product (1.0 means a 100% yield; for example, 0.34 means a 34% yield). (1) The yield is 0.470. The catalyst is C(Cl)Cl.CCOC(C)=O. The product is [C:1]([N:5]([CH:8]1[CH2:12][CH2:11][CH2:10][CH2:9]1)[C:6]([NH2:16])=[S:7])([CH3:4])([CH3:3])[CH3:2]. The reactants are [C:1]([N:5]=[C:6]=[S:7])([CH3:4])([CH3:3])[CH3:2].[CH:8]1(N)[CH2:12][CH2:11][CH2:10][CH2:9]1.CC[N:16](C(C)C)C(C)C. (2) The reactants are [CH3:1][C:2]1[C:10]2[O:9][CH:8]=[CH:7][C:6]=2[CH:5]=[C:4]([OH:11])[CH:3]=1.[CH3:12][C:13]([Si:16](Cl)([CH3:18])[CH3:17])([CH3:15])[CH3:14].N1C=CN=C1. The catalyst is CN(C=O)C.CCOC(C)=O. The product is [C:13]([Si:16]([CH3:18])([CH3:17])[O:11][C:4]1[CH:3]=[C:2]([CH3:1])[C:10]2[O:9][CH:8]=[CH:7][C:6]=2[CH:5]=1)([CH3:15])([CH3:14])[CH3:12]. The yield is 0.710. (3) The reactants are [I:1][C:2]1[CH:7]=[CH:6][C:5]([C:8]2([C:11]([OH:13])=O)[CH2:10][CH2:9]2)=[CH:4][CH:3]=1.C(Cl)(C(Cl)=O)=O.[CH2:20]([CH2:22][NH2:23])O.[OH-].COC(NS([N+](CC)(CC)CC)(=O)=O)=O. The catalyst is C(Cl)Cl.C1COCC1.CCOC(C)=O.CC#N.O. The product is [I:1][C:2]1[CH:3]=[CH:4][C:5]([C:8]2([C:11]3[O:13][CH2:20][CH2:22][N:23]=3)[CH2:9][CH2:10]2)=[CH:6][CH:7]=1. The yield is 0.550. (4) The reactants are [CH2:1]([N:8]1[CH2:12][CH2:11][C:10]2([CH2:17][CH2:16][C:15]([C:19]3[CH:24]=[CH:23][N:22]=[CH:21][CH:20]=3)(O)[CH2:14][CH2:13]2)[CH2:9]1)[C:2]1[CH:7]=[CH:6][CH:5]=[CH:4][CH:3]=1.O=S(Cl)Cl.C([O-])(O)=O.[Na+]. The catalyst is N1C=CC=CC=1. The product is [CH2:1]([N:8]1[CH2:12][CH2:11][C:10]2([CH2:17][CH2:16][C:15]([C:19]3[CH:24]=[CH:23][N:22]=[CH:21][CH:20]=3)=[CH:14][CH2:13]2)[CH2:9]1)[C:2]1[CH:3]=[CH:4][CH:5]=[CH:6][CH:7]=1. The yield is 0.630. (5) No catalyst specified. The product is [NH:12]1[C:20]2[C:15](=[CH:16][CH:17]=[C:18]([CH:21]=[C:10]3[C:4]4[C:5](=[N:6][CH:7]=[C:2]([Br:1])[CH:3]=4)[NH:8][C:9]3=[O:11])[CH:19]=2)[CH:14]=[N:13]1. The reactants are [Br:1][C:2]1[CH:3]=[C:4]2[CH2:10][C:9](=[O:11])[NH:8][C:5]2=[N:6][CH:7]=1.[NH:12]1[C:20]2[C:15](=[CH:16][CH:17]=[C:18]([CH:21]=O)[CH:19]=2)[CH:14]=[N:13]1. The yield is 0.950.